Dataset: Full USPTO retrosynthesis dataset with 1.9M reactions from patents (1976-2016). Task: Predict the reactants needed to synthesize the given product. The reactants are: [Cl:1][C:2]1[CH:7]=[C:6]([Cl:8])[CH:5]=[CH:4][C:3]=1[CH:9]1[S:15][C:14]([CH3:17])([CH3:16])[CH2:13][NH:12][C:11]2[N:18]([CH3:22])[N:19]=[C:20]([CH3:21])[C:10]1=2.C1C=C(Cl)C=C(C(OO)=[O:31])C=1.C(=O)(O)[O-].[Na+]. Given the product [Cl:1][C:2]1[CH:7]=[C:6]([Cl:8])[CH:5]=[CH:4][C:3]=1[CH:9]1[S:15](=[O:31])[C:14]([CH3:17])([CH3:16])[CH2:13][NH:12][C:11]2[N:18]([CH3:22])[N:19]=[C:20]([CH3:21])[C:10]1=2, predict the reactants needed to synthesize it.